Dataset: Forward reaction prediction with 1.9M reactions from USPTO patents (1976-2016). Task: Predict the product of the given reaction. Given the reactants [C:1]([C:4]1[CH:11]=[CH:10][C:7]([C:8]#[N:9])=[CH:6][CH:5]=1)(=O)[CH3:2].[N:12]1[NH:13][C:14](=[O:18])[CH:15]=CC=1, predict the reaction product. The product is: [O:18]=[C:14]1[NH:13][N:12]=[C:1]([C:4]2[CH:11]=[CH:10][C:7]([C:8]#[N:9])=[CH:6][CH:5]=2)[CH:2]=[CH:15]1.